Dataset: Full USPTO retrosynthesis dataset with 1.9M reactions from patents (1976-2016). Task: Predict the reactants needed to synthesize the given product. (1) Given the product [F:31][C:13]([F:12])([F:32])[C:14]1[CH:15]=[C:16]([C:20]2[N:21]=[C:22]([CH:25]3[CH2:26][CH2:27][N:28]([C:2]4[N:7]=[CH:6][N:5]=[C:4]5[NH:8][N:9]=[CH:10][C:3]=45)[CH2:29][CH2:30]3)[NH:23][CH:24]=2)[CH:17]=[CH:18][CH:19]=1, predict the reactants needed to synthesize it. The reactants are: Cl[C:2]1[N:7]=[CH:6][N:5]=[C:4]2[NH:8][N:9]=[CH:10][C:3]=12.Cl.[F:12][C:13]([F:32])([F:31])[C:14]1[CH:15]=[C:16]([C:20]2[N:21]=[C:22]([CH:25]3[CH2:30][CH2:29][NH:28][CH2:27][CH2:26]3)[NH:23][CH:24]=2)[CH:17]=[CH:18][CH:19]=1.CO.C(N(CC)CC)C. (2) Given the product [C:27]1([N:7]([C:1]2[CH:2]=[CH:3][CH:4]=[CH:5][CH:6]=2)[C:8]2[CH:9]=[CH:10][C:11]([C:14]3[CH:19]=[CH:18][C:17]([C:20]4[CH:25]=[CH:24][N:23]=[C:22]([NH:26][C:43]5[CH:44]=[CH:45][C:40]([C:37]6[CH:38]=[CH:39][CH:34]=[CH:35][CH:36]=6)=[CH:41][CH:42]=5)[N:21]=4)=[CH:16][CH:15]=3)=[CH:12][CH:13]=2)[CH:28]=[CH:29][CH:30]=[CH:31][CH:32]=1, predict the reactants needed to synthesize it. The reactants are: [C:1]1([N:7]([C:27]2[CH:32]=[CH:31][CH:30]=[CH:29][CH:28]=2)[C:8]2[CH:13]=[CH:12][C:11]([C:14]3[CH:19]=[CH:18][C:17]([C:20]4[CH:25]=[CH:24][N:23]=[C:22]([NH2:26])[N:21]=4)=[CH:16][CH:15]=3)=[CH:10][CH:9]=2)[CH:6]=[CH:5][CH:4]=[CH:3][CH:2]=1.Br[C:34]1[CH:39]=[CH:38][C:37]([C:40]2[CH:45]=[CH:44][CH:43]=[CH:42][CH:41]=2)=[CH:36][CH:35]=1.CC1(C)C2C(=C(P(C3C=CC=CC=3)C3C=CC=CC=3)C=CC=2)OC2C(P(C3C=CC=CC=3)C3C=CC=CC=3)=CC=CC1=2.CC(C)([O-])C.[Na+]. (3) Given the product [F:9][CH:8]([F:10])[C:3]1[CH:4]=[CH:5][CH:6]=[CH:7][C:2]=1[CH:18]=[O:19], predict the reactants needed to synthesize it. The reactants are: Br[C:2]1[CH:7]=[CH:6][CH:5]=[CH:4][C:3]=1[CH:8]([F:10])[F:9].C([Li])CCC.CN(C)[CH:18]=[O:19].[Cl-].[NH4+]. (4) Given the product [CH2:1]([O:3][C@H:4]([CH2:8][C:9]1[CH:10]=[CH:11][C:12]([O:15][CH2:16][CH2:17][C:18]2[CH:19]=[CH:20][C:21]([O:24][S:25]([CH3:28])(=[O:26])=[O:27])=[CH:22][CH:23]=2)=[CH:13][CH:14]=1)[C:5]([NH:51][C@H:48]([C:45]1[CH:46]=[CH:47][CH:42]=[CH:43][CH:44]=1)[CH2:49][OH:50])=[O:7])[CH3:2], predict the reactants needed to synthesize it. The reactants are: [CH2:1]([O:3][CH:4]([CH2:8][C:9]1[CH:14]=[CH:13][C:12]([O:15][CH2:16][CH2:17][C:18]2[CH:23]=[CH:22][C:21]([O:24][S:25]([CH3:28])(=[O:27])=[O:26])=[CH:20][CH:19]=2)=[CH:11][CH:10]=1)[C:5]([OH:7])=O)[CH3:2].C(Cl)CCl.C(N(C(C)C)CC)(C)C.[CH:42]1[CH:47]=[CH:46][C:45]([CH:48]([NH2:51])[CH2:49][OH:50])=[CH:44][CH:43]=1.C(O)(=O)CC(CC(O)=O)(C(O)=O)O. (5) Given the product [CH:1]1[C:2]([CH2:10][C@@H:11]([NH2:28])[CH2:12][C:13]([N:15]2[CH2:27][C:19]3=[N:20][N:21]=[C:22]([C:23]([F:26])([F:25])[F:24])[N:18]3[CH2:17][CH2:16]2)=[O:14])=[C:3]([F:9])[CH:4]=[C:5]([F:8])[C:6]=1[F:7].[C:29]([O-:36])(=[O:35])/[CH:30]=[CH:31]/[C:32]([O-:34])=[O:33], predict the reactants needed to synthesize it. The reactants are: [CH:1]1[C:2]([CH2:10][C@@H:11]([NH2:28])[CH2:12][C:13]([N:15]2[CH2:27][C:19]3=[N:20][N:21]=[C:22]([C:23]([F:26])([F:25])[F:24])[N:18]3[CH2:17][CH2:16]2)=[O:14])=[C:3]([F:9])[CH:4]=[C:5]([F:8])[C:6]=1[F:7].[C:29]([OH:36])(=[O:35])/[CH:30]=[CH:31]/[C:32]([OH:34])=[O:33]. (6) Given the product [NH:17]1[CH:21]=[CH:20][CH:19]=[C:18]1[CH:22]=[CH:9][C:10]([O:12][CH2:13][CH3:14])=[O:11], predict the reactants needed to synthesize it. The reactants are: C(OP([CH2:9][C:10]([O:12][CH2:13][CH3:14])=[O:11])(OCC)=O)C.[H-].[Na+].[NH:17]1[CH:21]=[CH:20][CH:19]=[C:18]1[CH:22]=O.[NH4+].[Cl-].O. (7) Given the product [CH3:1][S:2][C:3]1[CH:4]=[CH:5][C:6]([NH:9][C:10]([NH2:19])=[NH:11])=[N:7][CH:8]=1, predict the reactants needed to synthesize it. The reactants are: [CH3:1][S:2][C:3]1[CH:4]=[CH:5][C:6]([NH:9]/[C:10](/[NH:19]C(=O)OC(C)(C)C)=[N:11]/C(=O)OC(C)(C)C)=[N:7][CH:8]=1. (8) The reactants are: [CH3:1][O:2][C:3]1[CH:8]=[C:7]([CH3:9])[C:6]([O:10][CH3:11])=[C:5]([CH3:12])[C:4]=1[CH3:13].[Br:14]Br. Given the product [Br:14][C:8]1[C:7]([CH3:9])=[C:6]([O:10][CH3:11])[C:5]([CH3:12])=[C:4]([CH3:13])[C:3]=1[O:2][CH3:1], predict the reactants needed to synthesize it. (9) Given the product [Br:1][C:2]1[CH:3]=[C:4]([C:5]2[O:12][CH:9]=[CH:8][N:7]=2)[CH:14]=[CH:15][C:16]=1[CH3:17], predict the reactants needed to synthesize it. The reactants are: [Br:1][C:2]1[CH:3]=[C:4]([CH:14]=[CH:15][C:16]=1[CH3:17])[C:5]([NH:7][CH2:8][CH:9]([O:12]C)OC)=O.O=P12OP3(OP(OP(O3)(O1)=O)(=O)O2)=O.CS(O)(=O)=O. (10) Given the product [CH:1]([C:3]1[CH:8]=[CH:7][C:6]([C:14]2[CH:13]=[CH:20][CH:19]=[C:16]([C:17]#[N:18])[C:15]=2[C:21]#[N:22])=[CH:5][CH:4]=1)=[CH2:2], predict the reactants needed to synthesize it. The reactants are: [CH:1]([C:3]1[CH:8]=[CH:7][C:6](B(O)O)=[CH:5][CH:4]=1)=[CH2:2].I[C:13]1[CH:14]=[C:15]([C:21]#[N:22])[C:16](=[CH:19][CH:20]=1)[C:17]#[N:18].C(P(C(C)(C)C)C(C)(C)C)(C)(C)C.C([O-])([O-])=O.[K+].[K+].